Dataset: HIV replication inhibition screening data with 41,000+ compounds from the AIDS Antiviral Screen. Task: Binary Classification. Given a drug SMILES string, predict its activity (active/inactive) in a high-throughput screening assay against a specified biological target. (1) The molecule is CCCCC1Sc2cc(OC)cc([N+](=O)[O-])c2NC1=O. The result is 0 (inactive). (2) The molecule is COc1ccc(C=O)cc1Oc1ccc(CC2c3c(cc(OC)c4c3Oc3cc5c(cc3O4)CCN(C)C5=O)CCN2C)cc1.Cl. The result is 0 (inactive). (3) The molecule is N=C(N)Nc1ccc(-c2ccc(NC(=N)N)cc2)cc1.O=S(=O)(O)O. The result is 0 (inactive). (4) The molecule is Nc1nc(Cl)cc(NCC2(O)CC2)n1. The result is 0 (inactive). (5) The molecule is N=c1[nH]c(=O)n(C2CCC(CO)O2)cc1F. The result is 1 (active). (6) The drug is C=C1C(=O)OC2C1C(OC(=O)C(=CC)COC(C)=O)CC1(CO1)C1C(OC(=O)C(=CC)CO)C=C(C)C21. The result is 0 (inactive). (7) The molecule is CC(C)CC1NC(CC(C)C)N2C(CC(C)C)N12. The result is 0 (inactive).